This data is from Reaction yield outcomes from USPTO patents with 853,638 reactions. The task is: Predict the reaction yield, written as a fraction of the theoretical maximum amount of product (1.0 means a 100% yield; for example, 0.34 means a 34% yield). (1) The reactants are [F:1][C:2]1[C:7]([C:8]2[CH:9]=[N:10][N:11]([CH3:13])[CH:12]=2)=[CH:6][CH:5]=[CH:4][C:3]=1[N:14]1[CH:19]=[C:18]([O:20][CH3:21])[C:17](=[O:22])[C:16]([C:23](N(OC)C)=[O:24])=[N:15]1.[CH3:29][Mg+].[Br-]. The catalyst is C1COCC1. The product is [C:23]([C:16]1[C:17](=[O:22])[C:18]([O:20][CH3:21])=[CH:19][N:14]([C:3]2[CH:4]=[CH:5][CH:6]=[C:7]([C:8]3[CH:9]=[N:10][N:11]([CH3:13])[CH:12]=3)[C:2]=2[F:1])[N:15]=1)(=[O:24])[CH3:29]. The yield is 0.800. (2) The reactants are C([O:4][C@@H:5]1[C@@H:12]([N:13]2[CH:17]=[C:16]([C:18]([O:20][CH3:21])=[O:19])[N:15]=[N:14]2)[C@@H:11]([O:22]C(=O)C)[C@@H:10]([CH2:26][O:27]C(=O)C)[O:9][C@H:6]1[S:7][CH3:8])(=O)C.C[O-].[Na+]. The catalyst is CO. The product is [CH3:21][O:20][C:18]([C:16]1[N:15]=[N:14][N:13]([C@H:12]2[C@@H:11]([OH:22])[C@@H:10]([CH2:26][OH:27])[O:9][C@@H:6]([S:7][CH3:8])[C@@H:5]2[OH:4])[CH:17]=1)=[O:19]. The yield is 0.700. (3) The reactants are [N+:1]([C:4]1[CH:30]=[CH:29][C:7]([O:8][CH2:9][C:10]([O:12][CH2:13][CH2:14][O:15][C:16](=[O:28])[CH2:17][O:18][C:19]2[CH:24]=[CH:23][C:22]([N+:25]([O-])=O)=[CH:21][CH:20]=2)=[O:11])=[CH:6][CH:5]=1)([O-])=O.[H][H]. The catalyst is CN(C)C=O.[Pd]. The product is [NH2:25][C:22]1[CH:23]=[CH:24][C:19]([O:18][CH2:17][C:16]([O:15][CH2:14][CH2:13][O:12][C:10](=[O:11])[CH2:9][O:8][C:7]2[CH:6]=[CH:5][C:4]([NH2:1])=[CH:30][CH:29]=2)=[O:28])=[CH:20][CH:21]=1. The yield is 0.780. (4) The reactants are C(O)(C(F)(F)F)=O.C(OC(=O)[NH:14][C@H:15]([C:17]1[N:21]([CH:22]2[CH2:24][CH2:23]2)[C:20]2[C:25]([Br:30])=[C:26]([F:29])[CH:27]=[CH:28][C:19]=2[N:18]=1)[CH3:16])(C)(C)C. The catalyst is C(Cl)Cl.CO. The product is [Br:30][C:25]1[C:20]2[N:21]([CH:22]3[CH2:23][CH2:24]3)[C:17]([C@@H:15]([NH2:14])[CH3:16])=[N:18][C:19]=2[CH:28]=[CH:27][C:26]=1[F:29]. The yield is 0.870.